This data is from Forward reaction prediction with 1.9M reactions from USPTO patents (1976-2016). The task is: Predict the product of the given reaction. (1) Given the reactants FC(F)(F)C([O-])=O.C(OC([N:15]1[CH2:20][CH:19]=[C:18]([C:21]2[CH:29]=[C:28]([F:30])[CH:27]=[C:26]3[C:22]=2[CH:23]=[C:24]([C:38](=[O:40])[NH2:39])[N:25]3[CH2:31][C:32]2[CH:37]=[CH:36][CH:35]=[CH:34][CH:33]=2)[CH2:17][CH2:16]1)=O)(C)(C)C.FC(F)(F)C(O)=O, predict the reaction product. The product is: [CH2:31]([N:25]1[C:26]2[C:22](=[C:21]([CH:18]3[CH2:17][CH2:16][NH:15][CH2:20][CH2:19]3)[CH:29]=[C:28]([F:30])[CH:27]=2)[CH:23]=[C:24]1[C:38]([NH2:39])=[O:40])[C:32]1[CH:37]=[CH:36][CH:35]=[CH:34][CH:33]=1. (2) Given the reactants [CH3:1][C:2]([CH3:44])([O:4][C:5]([NH:7][CH2:8][CH2:9][CH2:10][CH2:11][C@@H:12]([C:41](O)=[O:42])[NH:13][C:14](=[O:40])[C@@H:15]([CH2:30][C:31]1[CH:36]=[C:35]([Br:37])[C:34]([OH:38])=[C:33]([Br:39])[CH:32]=1)[NH:16][C:17]([NH:19][CH2:20][CH2:21][C:22]1[CH:27]=[CH:26][CH:25]=[C:24]([O:28][CH3:29])[CH:23]=1)=[O:18])=[O:6])[CH3:3].CCN(C(C)C)C(C)C.CN(C(ON1N=NC2C=CC=CC1=2)=[N+](C)C)C.[B-](F)(F)(F)F.C1C=CC2N(O)N=NC=2C=1.[CH3:86][N:87]1[CH2:92][CH2:91][CH:90]([N:93]2[CH2:98][CH2:97][NH:96][CH2:95][CH2:94]2)[CH2:89][CH2:88]1.N, predict the reaction product. The product is: [CH3:29][O:28][C:24]1[CH:23]=[C:22]([CH2:21][CH2:20][NH:19][C:17]([NH:16][C@@H:15]([C:14]([NH:13][C@H:12]([C:41]([N:96]2[CH2:95][CH2:94][N:93]([CH:90]3[CH2:91][CH2:92][N:87]([CH3:86])[CH2:88][CH2:89]3)[CH2:98][CH2:97]2)=[O:42])[CH2:11][CH2:10][CH2:9][CH2:8][NH:7][C:5]([O:4][C:2]([CH3:1])([CH3:44])[CH3:3])=[O:6])=[O:40])[CH2:30][C:31]2[CH:32]=[C:33]([Br:39])[C:34]([OH:38])=[C:35]([Br:37])[CH:36]=2)=[O:18])[CH:27]=[CH:26][CH:25]=1. (3) The product is: [C:1]([O:5][C:6]([C:8]1[C:16]2[CH2:15][CH2:14][O:13][CH:12]([CH2:17][NH2:18])[C:11]=2[S:10][C:9]=1[NH2:29])=[O:7])([CH3:4])([CH3:2])[CH3:3]. Given the reactants [C:1]([O:5][C:6]([C:8]1[C:16]2[CH2:15][CH2:14][O:13][CH:12]([CH2:17][N:18]3C(=O)C4C(=CC=CC=4)C3=O)[C:11]=2[S:10][C:9]=1[NH2:29])=[O:7])([CH3:4])([CH3:3])[CH3:2].O.NN, predict the reaction product. (4) Given the reactants Cl[CH:2]([CH:14]1[CH2:19][CH2:18][CH2:17][CH2:16][CH2:15]1)[C:3]1[O:4][C:5]2[CH:12]=[CH:11][C:10]([F:13])=[CH:9][C:6]=2[C:7]=1[CH3:8].[NH2:20][C:21]1[CH:26]=[CH:25][C:24]([C:27]([NH:29][CH2:30][CH2:31][C:32]([O:34]CC)=[O:33])=[O:28])=[CH:23][CH:22]=1, predict the reaction product. The product is: [CH:14]1([CH:2]([NH:20][C:21]2[CH:22]=[CH:23][C:24]([C:27]([NH:29][CH2:30][CH2:31][C:32]([OH:34])=[O:33])=[O:28])=[CH:25][CH:26]=2)[C:3]2[O:4][C:5]3[CH:12]=[CH:11][C:10]([F:13])=[CH:9][C:6]=3[C:7]=2[CH3:8])[CH2:19][CH2:18][CH2:17][CH2:16][CH2:15]1. (5) Given the reactants Cl.Cl.Cl.[CH:4]1([N:10]2[CH2:27][CH2:26][C:13]3([CH2:17][N:16]([CH2:18][C@H:19]4[CH2:24][CH2:23][C@H:22]([NH2:25])[CH2:21][CH2:20]4)[CH2:15][CH2:14]3)[CH2:12][CH2:11]2)[CH2:9][CH2:8][CH2:7][CH2:6][CH2:5]1.[NH:28]1[CH:32]=[CH:31][N:30]=[C:29]1[CH:33]=O, predict the reaction product. The product is: [CH:4]1([N:10]2[CH2:27][CH2:26][C:13]3([CH2:17][N:16]([CH2:18][C@H:19]4[CH2:20][CH2:21][C@H:22]([N:25]([CH2:33][C:29]5[NH:28][CH:32]=[CH:31][N:30]=5)[CH2:33][C:29]5[NH:30][CH:31]=[CH:32][N:28]=5)[CH2:23][CH2:24]4)[CH2:15][CH2:14]3)[CH2:12][CH2:11]2)[CH2:5][CH2:6][CH2:7][CH2:8][CH2:9]1. (6) Given the reactants [N:1]1([C:5]2[C:6]3[CH2:28][CH2:27][CH:26]([C:29]4[CH:34]=[CH:33][C:32]([O:35][C:36]([F:39])([F:38])[F:37])=[CH:31][CH:30]=4)[C:7]=3[N:8]=[C:9]([NH:11][C:12]3[CH:17]=[CH:16][C:15]([N:18]4[CH:22]=[C:21]([Cl:23])[N:20]=[CH:19]4)=[C:14]([O:24][CH3:25])[CH:13]=3)[N:10]=2)[CH2:4][CH2:3][CH2:2]1, predict the reaction product. The product is: [N:1]1([C:5]2[C:6]3[CH2:28][CH2:27][C@H:26]([C:29]4[CH:34]=[CH:33][C:32]([O:35][C:36]([F:37])([F:38])[F:39])=[CH:31][CH:30]=4)[C:7]=3[N:8]=[C:9]([NH:11][C:12]3[CH:17]=[CH:16][C:15]([N:18]4[CH:22]=[C:21]([Cl:23])[N:20]=[CH:19]4)=[C:14]([O:24][CH3:25])[CH:13]=3)[N:10]=2)[CH2:2][CH2:3][CH2:4]1.